From a dataset of Merck oncology drug combination screen with 23,052 pairs across 39 cell lines. Regression. Given two drug SMILES strings and cell line genomic features, predict the synergy score measuring deviation from expected non-interaction effect. (1) Drug 1: O=c1[nH]cc(F)c(=O)[nH]1. Drug 2: O=C(CCCCCCC(=O)Nc1ccccc1)NO. Cell line: NCIH520. Synergy scores: synergy=-7.70. (2) Synergy scores: synergy=25.1. Drug 1: Nc1ccn(C2OC(CO)C(O)C2(F)F)c(=O)n1. Drug 2: NC1(c2ccc(-c3nc4ccn5c(=O)[nH]nc5c4cc3-c3ccccc3)cc2)CCC1. Cell line: NCIH460. (3) Drug 1: CN(C)C(=N)N=C(N)N. Drug 2: C#Cc1cccc(Nc2ncnc3cc(OCCOC)c(OCCOC)cc23)c1. Cell line: ES2. Synergy scores: synergy=-7.61. (4) Drug 1: O=S1(=O)NC2(CN1CC(F)(F)F)C1CCC2Cc2cc(C=CCN3CCC(C(F)(F)F)CC3)ccc2C1. Drug 2: O=C(CCCCCCC(=O)Nc1ccccc1)NO. Cell line: A375. Synergy scores: synergy=4.72. (5) Drug 1: CCC1(O)C(=O)OCc2c1cc1n(c2=O)Cc2cc3c(CN(C)C)c(O)ccc3nc2-1. Drug 2: CNC(=O)c1cc(Oc2ccc(NC(=O)Nc3ccc(Cl)c(C(F)(F)F)c3)cc2)ccn1. Cell line: A2058. Synergy scores: synergy=-1.56. (6) Drug 1: CCc1c2c(nc3ccc(O)cc13)-c1cc3c(c(=O)n1C2)COC(=O)C3(O)CC. Drug 2: CCc1cnn2c(NCc3ccc[n+]([O-])c3)cc(N3CCCCC3CCO)nc12. Cell line: KPL1. Synergy scores: synergy=-0.209. (7) Drug 1: CC1CC2C3CCC4=CC(=O)C=CC4(C)C3(F)C(O)CC2(C)C1(O)C(=O)CO. Drug 2: CS(=O)(=O)CCNCc1ccc(-c2ccc3ncnc(Nc4ccc(OCc5cccc(F)c5)c(Cl)c4)c3c2)o1. Cell line: SKMES1. Synergy scores: synergy=15.6. (8) Drug 1: O=C(NOCC(O)CO)c1ccc(F)c(F)c1Nc1ccc(I)cc1F. Drug 2: Cn1cc(-c2cnn3c(N)c(Br)c(C4CCCNC4)nc23)cn1. Cell line: SKMEL30. Synergy scores: synergy=4.33. (9) Drug 1: COC12C(COC(N)=O)C3=C(C(=O)C(C)=C(N)C3=O)N1CC1NC12. Drug 2: Cn1c(=O)n(-c2ccc(C(C)(C)C#N)cc2)c2c3cc(-c4cnc5ccccc5c4)ccc3ncc21. Cell line: A2058. Synergy scores: synergy=12.2.